From a dataset of Catalyst prediction with 721,799 reactions and 888 catalyst types from USPTO. Predict which catalyst facilitates the given reaction. Reactant: [F:1][C:2]([F:24])([F:23])[C:3]1[CH:22]=[CH:21][CH:20]=[CH:19][C:4]=1[O:5][CH:6]1[CH2:11][CH2:10][N:9]([C:12]2[S:13][CH:14]=[C:15]([CH:17]=O)[N:16]=2)[CH2:8][CH2:7]1.C(O)(=O)[CH2:26][C:27]([OH:29])=[O:28].N1CCCCC1. Product: [F:1][C:2]([F:24])([F:23])[C:3]1[CH:22]=[CH:21][CH:20]=[CH:19][C:4]=1[O:5][CH:6]1[CH2:7][CH2:8][N:9]([C:12]2[S:13][CH:14]=[C:15]([CH:17]=[CH:26][C:27]([OH:29])=[O:28])[N:16]=2)[CH2:10][CH2:11]1. The catalyst class is: 17.